Dataset: Catalyst prediction with 721,799 reactions and 888 catalyst types from USPTO. Task: Predict which catalyst facilitates the given reaction. (1) Product: [F:17][CH:18]([F:22])[C:19]([NH:1][CH2:2][C@@H:3]1[O:7][C:6](=[O:8])[N:5]([C:9]2[CH:14]=[CH:13][C:12]([I:15])=[C:11]([F:16])[CH:10]=2)[CH2:4]1)=[O:20]. Reactant: [NH2:1][CH2:2][C@@H:3]1[O:7][C:6](=[O:8])[N:5]([C:9]2[CH:14]=[CH:13][C:12]([I:15])=[C:11]([F:16])[CH:10]=2)[CH2:4]1.[F:17][CH:18]([F:22])[C:19](O)=[O:20].C(N(CC)C(C)C)(C)C.CCN=C=NCCCN(C)C. The catalyst class is: 2. (2) Reactant: [Cl:1][C:2]1[CH:3]=[C:4]([C@:8]([C@@H:16]2[CH2:21][CH2:20][CH2:19][N:18](C(OC(C)(C)C)=O)[CH2:17]2)([OH:15])[CH2:9][O:10][CH2:11][CH2:12][O:13][CH3:14])[CH:5]=[CH:6][CH:7]=1. Product: [Cl:1][C:2]1[CH:3]=[C:4]([C@:8]([C@@H:16]2[CH2:21][CH2:20][CH2:19][NH:18][CH2:17]2)([OH:15])[CH2:9][O:10][CH2:11][CH2:12][O:13][CH3:14])[CH:5]=[CH:6][CH:7]=1. The catalyst class is: 137.